From a dataset of Reaction yield outcomes from USPTO patents with 853,638 reactions. Predict the reaction yield, written as a fraction of the theoretical maximum amount of product (1.0 means a 100% yield; for example, 0.34 means a 34% yield). (1) The reactants are [CH:1]1([CH2:4][NH:5][C:6]2[C:11]([NH2:12])=[CH:10][C:9]([N+:13]([O-:15])=[O:14])=[CH:8][N:7]=2)[CH2:3][CH2:2]1.[CH2:16]([O:18][C:19]1[CH:24]=[CH:23][C:22]([CH2:25][C:26](Cl)=O)=[CH:21][CH:20]=1)[CH3:17]. The catalyst is ClCCl. The product is [CH:1]1([CH2:4][N:5]2[C:6]3=[N:7][CH:8]=[C:9]([N+:13]([O-:15])=[O:14])[CH:10]=[C:11]3[N:12]=[C:26]2[CH2:25][C:22]2[CH:23]=[CH:24][C:19]([O:18][CH2:16][CH3:17])=[CH:20][CH:21]=2)[CH2:2][CH2:3]1. The yield is 0.760. (2) The reactants are [CH3:1][C:2]1[C:6]([CH2:7][N:8]2[CH:12]=[C:11]([N:13]3[C:17](=[O:18])[CH2:16][NH:15][C:14]3=[O:19])[CH:10]=[N:9]2)=[C:5]([CH3:20])[O:4][N:3]=1.Cl[CH2:22][C:23]1[C:24]([CH3:29])=[N:25][O:26][C:27]=1[CH3:28]. No catalyst specified. The product is [CH3:29][C:24]1[C:23]([CH2:22][N:15]2[CH2:16][C:17](=[O:18])[N:13]([C:11]3[CH:10]=[N:9][N:8]([CH2:7][C:6]4[C:2]([CH3:1])=[N:3][O:4][C:5]=4[CH3:20])[CH:12]=3)[C:14]2=[O:19])=[C:27]([CH3:28])[O:26][N:25]=1. The yield is 0.500. (3) The reactants are [NH:1]1[CH2:5][CH2:4][CH2:3][CH2:2]1.[Cl:6][C:7]1[CH:38]=[CH:37][CH:36]=[CH:35][C:8]=1[C:9]([NH:11][C:12](=[O:34])[NH:13][C:14]1[S:15][C:16]2[CH:22]=[C:21]([S:23]([CH2:26]CN3CCCCC3)(=[O:25])=[O:24])[CH:20]=[CH:19][C:17]=2[N:18]=1)=[O:10].[CH3:39]C#N. No catalyst specified. The product is [Cl:6][C:7]1[CH:38]=[CH:37][C:36]([CH2:39][N:1]2[CH2:5][CH2:4][CH2:3][CH2:2]2)=[CH:35][C:8]=1[C:9]([NH:11][C:12](=[O:34])[NH:13][C:14]1[S:15][C:16]2[CH:22]=[C:21]([S:23]([CH3:26])(=[O:24])=[O:25])[CH:20]=[CH:19][C:17]=2[N:18]=1)=[O:10]. The yield is 0.710. (4) The reactants are [Cl:1][C:2]1[CH:3]=[CH:4][C:5]2[C:6]([N:12]=1)=[N:7][C:8]([NH2:11])=[CH:9][N:10]=2.[H-].[Na+].[CH2:15]([N:17]=[C:18]=[S:19])[CH3:16].Cl. The catalyst is CN(C=O)C.O. The product is [Cl:1][C:2]1[CH:3]=[CH:4][C:5]2[C:6]([N:12]=1)=[N:7][C:8]([NH:11][C:18]([NH:17][CH2:15][CH3:16])=[S:19])=[CH:9][N:10]=2. The yield is 0.485. (5) The reactants are [CH3:1][C:2]1[C:6]([CH2:7][N:8]2[CH:12]=[C:11]([NH2:13])[CH:10]=[N:9]2)=[C:5]([CH3:14])[O:4][N:3]=1.[CH2:15]([N:22]=[C:23]=[O:24])[C:16]1[CH:21]=[CH:20][CH:19]=[CH:18][CH:17]=1. The catalyst is C(#N)C. The product is [CH2:15]([NH:22][C:23]([NH:13][C:11]1[CH:10]=[N:9][N:8]([CH2:7][C:6]2[C:2]([CH3:1])=[N:3][O:4][C:5]=2[CH3:14])[CH:12]=1)=[O:24])[C:16]1[CH:21]=[CH:20][CH:19]=[CH:18][CH:17]=1. The yield is 0.510. (6) The reactants are [CH2:1]([C:3]1[N:4]([C:28]2[CH:33]=[CH:32][C:31]([OH:34])=[CH:30][CH:29]=2)[C:5](=[O:27])[C:6]([CH2:12][C:13]2[CH:18]=[CH:17][C:16]([C:19]3[C:20]([C:25]#[N:26])=[CH:21][CH:22]=[CH:23][CH:24]=3)=[CH:15][CH:14]=2)=[C:7]([CH2:9][CH2:10][CH3:11])[N:8]=1)[CH3:2].[Si]([O:42][C:43]([C@H:46]1[CH2:51][CH2:50][C@H:49](O)[CH2:48][CH2:47]1)([CH3:45])[CH3:44])(C(C)(C)C)(C)C.C1(P(C2C=CC=CC=2)C2C=CC=CC=2)C=CC=CC=1.[N:73]([C:74]([O:76]C(C)C)=[O:75])=[N:73][C:74]([O:76]C(C)C)=[O:75]. The catalyst is O1CCCC1.O.C(OCC)(=O)C. The product is [CH2:1]([C:3]1[N:4]([C:28]2[CH:33]=[CH:32][C:31]([O:34][C@H:49]3[CH2:48][CH2:47][C@@H:46]([C:43]([OH:42])([CH3:44])[CH3:45])[CH2:51][CH2:50]3)=[CH:30][CH:29]=2)[C:5](=[O:27])[C:6]([CH2:12][C:13]2[CH:18]=[CH:17][C:16]([C:19]3[CH:24]=[CH:23][CH:22]=[CH:21][C:20]=3[C:25]3[NH:73][C:74](=[O:75])[O:76][N:26]=3)=[CH:15][CH:14]=2)=[C:7]([CH2:9][CH2:10][CH3:11])[N:8]=1)[CH3:2]. The yield is 0.230.